Dataset: Forward reaction prediction with 1.9M reactions from USPTO patents (1976-2016). Task: Predict the product of the given reaction. (1) Given the reactants [F:1][C:2]([F:25])([F:24])[S:3]([C:6]1[CH:23]=[CH:22][C:9]([NH:10][CH:11]2[CH2:16][CH2:15][CH:14]([O:17][CH2:18][C:19](O)=[O:20])[CH2:13][CH2:12]2)=[CH:8][CH:7]=1)(=[O:5])=[O:4].CCN=C=NCCCN(C)C.Cl.C1C=CC2N(O)N=NC=2C=1.CN1CCOCC1.Cl.[N:56]1([C:62]2[CH:71]=[CH:70][C:69]3[C:64](=[CH:65][CH:66]=[C:67]([C:72]([F:75])([F:74])[F:73])[CH:68]=3)[N:63]=2)[CH2:61][CH2:60][NH:59][CH2:58][CH2:57]1, predict the reaction product. The product is: [F:74][C:72]([F:73])([F:75])[C:67]1[CH:68]=[C:69]2[C:64](=[CH:65][CH:66]=1)[N:63]=[C:62]([N:56]1[CH2:57][CH2:58][N:59]([C:19](=[O:20])[CH2:18][O:17][CH:14]3[CH2:13][CH2:12][CH:11]([NH:10][C:9]4[CH:8]=[CH:7][C:6]([S:3]([C:2]([F:24])([F:1])[F:25])(=[O:4])=[O:5])=[CH:23][CH:22]=4)[CH2:16][CH2:15]3)[CH2:60][CH2:61]1)[CH:71]=[CH:70]2. (2) Given the reactants [NH2:1][C:2]1[N:28]=[C:5]2[CH:6]=[CH:7][C:8]([O:10][C:11]3[CH:12]=[C:13]([NH:18][C:19]([C:21]4[N:25]([CH3:26])[N:24]=[C:23]([CH3:27])[CH:22]=4)=[O:20])[CH:14]=[C:15]([CH3:17])[CH:16]=3)=[CH:9][N:4]2[N:3]=1.[CH:29]1([C:32](Cl)=[O:33])[CH2:31][CH2:30]1, predict the reaction product. The product is: [CH:29]1([C:32]([NH:1][C:2]2[N:28]=[C:5]3[CH:6]=[CH:7][C:8]([O:10][C:11]4[CH:12]=[C:13]([NH:18][C:19]([C:21]5[N:25]([CH3:26])[N:24]=[C:23]([CH3:27])[CH:22]=5)=[O:20])[CH:14]=[C:15]([CH3:17])[CH:16]=4)=[CH:9][N:4]3[N:3]=2)=[O:33])[CH2:31][CH2:30]1. (3) Given the reactants [C:1]1([OH:7])[CH:6]=[CH:5][CH:4]=[CH:3][CH:2]=1.[H-].[Na+].[Cl:10][C:11]1[CH:36]=[CH:35][CH:34]=[CH:33][C:12]=1[CH2:13][C:14]1[C:21](=[O:22])[N:17]2[CH2:18][CH2:19][CH2:20][N:16]2[C:15]=1[C:23]1[CH:28]=[CH:27][N:26]=[C:25](S(C)(=O)=O)[N:24]=1, predict the reaction product. The product is: [Cl:10][C:11]1[CH:36]=[CH:35][CH:34]=[CH:33][C:12]=1[CH2:13][C:14]1[C:21](=[O:22])[N:17]2[CH2:18][CH2:19][CH2:20][N:16]2[C:15]=1[C:23]1[CH:28]=[CH:27][N:26]=[C:25]([O:7][C:1]2[CH:6]=[CH:5][CH:4]=[CH:3][CH:2]=2)[N:24]=1.